This data is from Catalyst prediction with 721,799 reactions and 888 catalyst types from USPTO. The task is: Predict which catalyst facilitates the given reaction. (1) Product: [C:1]([O:5][C:6]([N:8]1[C@H:12]([CH2:13][CH3:14])[CH2:11][C:10](=[O:15])[C@@H:9]1[CH2:16][C:17]1[CH:18]=[CH:19][CH:20]=[CH:21][CH:22]=1)=[O:7])([CH3:2])([CH3:3])[CH3:4]. Reactant: [C:1]([O:5][C:6]([N:8]1[C@H:12]([CH2:13][CH3:14])[CH2:11][C@H:10]([OH:15])[C@@H:9]1[CH2:16][C:17]1[CH:22]=[CH:21][CH:20]=[CH:19][CH:18]=1)=[O:7])([CH3:4])([CH3:3])[CH3:2].CC(OI1(OC(C)=O)(OC(C)=O)OC(=O)C2C=CC=CC1=2)=O.CCOC(C)=O. The catalyst class is: 614. (2) Reactant: C([O:5][C:6](=[O:26])[C:7]([S:10][C:11]1[S:12][CH:13]=[C:14]([CH2:16][CH2:17][NH:18][C:19]2[N:24]=[CH:23][C:22](Br)=[CH:21][N:20]=2)[N:15]=1)([CH3:9])[CH3:8])(C)(C)C.Cl[CH2:28][C:29]1[CH:30]=[N:31][N:32]([C:34]2[CH:39]=[CH:38][CH:37]=[CH:36][CH:35]=2)[CH:33]=1.Cl.[CH3:41][NH:42][CH3:43]. Product: [CH3:41][N:42]([CH3:43])[C:22]1[CH:23]=[N:24][C:19]([N:18]([CH2:28][C:29]2[CH:30]=[N:31][N:32]([C:34]3[CH:39]=[CH:38][CH:37]=[CH:36][CH:35]=3)[CH:33]=2)[CH2:17][CH2:16][C:14]2[N:15]=[C:11]([S:10][C:7]([CH3:8])([CH3:9])[C:6]([OH:5])=[O:26])[S:12][CH:13]=2)=[N:20][CH:21]=1. The catalyst class is: 107. (3) Reactant: [CH3:1][N:2]1[CH2:7][CH2:6][CH:5]([CH2:8][O:9][C:10]2[CH:15]=[CH:14][C:13]([N+:16]([O-])=O)=[CH:12][C:11]=2[C:19]([F:22])([F:21])[F:20])[CH2:4][CH2:3]1. Product: [CH3:1][N:2]1[CH2:7][CH2:6][CH:5]([CH2:8][O:9][C:10]2[CH:15]=[CH:14][C:13]([NH2:16])=[CH:12][C:11]=2[C:19]([F:20])([F:21])[F:22])[CH2:4][CH2:3]1. The catalyst class is: 29.